The task is: Predict the product of the given reaction.. This data is from Forward reaction prediction with 1.9M reactions from USPTO patents (1976-2016). Given the reactants [F:1][C:2]1[CH:3]=[C:4]([CH:8]=[CH:9][C:10]=1[O:11][C:12]([F:15])([F:14])[F:13])[C:5]([OH:7])=O.Cl.[CH3:17][NH:18][O:19][CH3:20].O.ON1C2C=CC=CC=2N=N1.Cl.CN(C)CCCN=C=NCC.C(=O)([O-])O.[Na+], predict the reaction product. The product is: [F:1][C:2]1[CH:3]=[C:4]([CH:8]=[CH:9][C:10]=1[O:11][C:12]([F:15])([F:14])[F:13])[C:5]([N:18]([O:19][CH3:20])[CH3:17])=[O:7].